Dataset: Reaction yield outcomes from USPTO patents with 853,638 reactions. Task: Predict the reaction yield, written as a fraction of the theoretical maximum amount of product (1.0 means a 100% yield; for example, 0.34 means a 34% yield). (1) The reactants are [F:1][CH:2]([F:21])[C@H:3]1[CH2:8][C@H:7]([C:9](=[O:16])[CH2:10][C:11](OCC)=[O:12])[CH2:6][CH2:5][N:4]1[C:17]([O:19][CH3:20])=[O:18].[OH-].[Na+].[NH2:24]O.Cl. The catalyst is CO.O.C(Cl)Cl. The product is [F:1][CH:2]([F:21])[C@H:3]1[CH2:8][C@H:7]([C:9]2[O:16][NH:24][C:11](=[O:12])[CH:10]=2)[CH2:6][CH2:5][N:4]1[C:17]([O:19][CH3:20])=[O:18]. The yield is 0.670. (2) The reactants are [CH3:1][C:2]1[C:7]([CH3:8])=[C:6]([O:9][CH2:10][CH2:11][C:12]2([CH2:18][CH2:19][CH3:20])[O:17][CH2:16][CH2:15][CH2:14][O:13]2)[CH:5]=[CH:4][N+:3]=1[O-].C(OC(=O)C)(=[O:24])C. No catalyst specified. The product is [CH3:8][C:7]1[C:2]([CH2:1][OH:24])=[N:3][CH:4]=[CH:5][C:6]=1[O:9][CH2:10][CH2:11][C:12]1([CH2:18][CH2:19][CH3:20])[O:17][CH2:16][CH2:15][CH2:14][O:13]1. The yield is 0.433.